This data is from Reaction yield outcomes from USPTO patents with 853,638 reactions. The task is: Predict the reaction yield, written as a fraction of the theoretical maximum amount of product (1.0 means a 100% yield; for example, 0.34 means a 34% yield). The reactants are [CH3:1][O:2][CH2:3][O:4][C:5]1[CH:13]=[CH:12][CH:11]=[C:10]2[C:6]=1[CH:7]([OH:24])[N:8]([C:15]([CH3:23])([C:17]1[CH:22]=[CH:21][CH:20]=[CH:19][CH:18]=1)[CH3:16])[C:9]2=[O:14].CN(CCN(C)C)C.C([Li])(CC)C.CCCCCC.[I:44]I. The catalyst is C1COCC1. The product is [CH3:1][O:2][CH2:3][O:4][C:5]1[CH:13]=[CH:12][C:11]([I:44])=[C:10]2[C:6]=1[CH:7]([OH:24])[N:8]([C:15]([CH3:16])([C:17]1[CH:22]=[CH:21][CH:20]=[CH:19][CH:18]=1)[CH3:23])[C:9]2=[O:14]. The yield is 0.650.